This data is from Forward reaction prediction with 1.9M reactions from USPTO patents (1976-2016). The task is: Predict the product of the given reaction. (1) Given the reactants [C:1]([O:4][CH2:5][C@@H:6]1[C@@H:11]([O:12][C:13](=[O:15])[CH3:14])[C@H:10]([OH:16])[C@H:9]([OH:17])[C@@H:8]([C:18]2[CH:23]=[CH:22][C:21](OS(C(F)(F)F)(=O)=O)=[CH:20][CH:19]=2)[O:7]1)(=[O:3])[CH3:2].[CH3:32][C:33]1([CH3:49])[C:37]([CH3:39])([CH3:38])[O:36][B:35]([B:35]2[O:36][C:37]([CH3:39])([CH3:38])[C:33]([CH3:49])([CH3:32])[O:34]2)[O:34]1.C(Cl)Cl.C([O-])(=O)C.[K+], predict the reaction product. The product is: [C:1]([O:4][CH2:5][C@@H:6]1[C@@H:11]([O:12][C:13](=[O:15])[CH3:14])[C@H:10]([OH:16])[C@H:9]([OH:17])[C@@H:8]([C:18]2[CH:23]=[CH:22][C:21]([B:35]3[O:36][C:37]([CH3:39])([CH3:38])[C:33]([CH3:49])([CH3:32])[O:34]3)=[CH:20][CH:19]=2)[O:7]1)(=[O:3])[CH3:2]. (2) Given the reactants O.[C:2]1([CH3:13])[CH:7]=[CH:6][C:5]([S:8]([NH:11][NH2:12])(=[O:10])=[O:9])=[CH:4][CH:3]=1.Cl[C:15]1[C:24]2[C:19](=[C:20]([N+:25]([O-:27])=[O:26])[CH:21]=[CH:22][CH:23]=2)[N:18]=[CH:17][N:16]=1, predict the reaction product. The product is: [CH3:13][C:2]1[CH:3]=[CH:4][C:5]([S:8]([NH:11][NH:12][C:15]2[C:24]3[C:19](=[C:20]([N+:25]([O-:27])=[O:26])[CH:21]=[CH:22][CH:23]=3)[N:18]=[CH:17][N:16]=2)(=[O:9])=[O:10])=[CH:6][CH:7]=1. (3) Given the reactants Cl.[Br:2][C:3]1[CH:8]=[CH:7][CH:6]=[CH:5][C:4]=1[CH2:9][C:10]([CH:12]1[CH2:17][CH2:16][NH:15][CH2:14][CH2:13]1)=[O:11].[C:18]([O:22][C:23](O[C:23]([O:22][C:18]([CH3:21])([CH3:20])[CH3:19])=[O:24])=[O:24])([CH3:21])([CH3:20])[CH3:19].O.C(OCC)(=O)C, predict the reaction product. The product is: [C:18]([O:22][C:23]([N:15]1[CH2:14][CH2:13][CH:12]([C:10](=[O:11])[CH2:9][C:4]2[CH:5]=[CH:6][CH:7]=[CH:8][C:3]=2[Br:2])[CH2:17][CH2:16]1)=[O:24])([CH3:21])([CH3:20])[CH3:19]. (4) The product is: [C:44]([C:31]1[CH:32]=[C:33]([C:2]2[S:6][C:5]([C:7]([NH:9][C@H:10]3[CH2:13][C@H:12]([C:14]([O:16][CH3:17])=[O:15])[CH2:11]3)=[O:8])=[N:4][C:3]=2[CH2:18][CH:19]2[CH2:24][CH2:23][CH2:22][CH2:21][CH2:20]2)[CH:34]=[C:29]([C:25]([CH3:28])([CH3:27])[CH3:26])[CH:30]=1)(=[O:46])[CH3:45]. Given the reactants Br[C:2]1[S:6][C:5]([C:7]([NH:9][C@H:10]2[CH2:13][C@H:12]([C:14]([O:16][CH3:17])=[O:15])[CH2:11]2)=[O:8])=[N:4][C:3]=1[CH2:18][CH:19]1[CH2:24][CH2:23][CH2:22][CH2:21][CH2:20]1.[C:25]([C:29]1[CH:30]=[C:31]([C:44](=[O:46])[CH3:45])[CH:32]=[C:33](B2OC(C)(C)C(C)(C)O2)[CH:34]=1)([CH3:28])([CH3:27])[CH3:26].C([O-])([O-])=O.[K+].[K+], predict the reaction product. (5) Given the reactants [C:1]12([C:11]3[CH:12]=[C:13]([CH:24]=[CH:25][C:26]=3[O:27][CH:28]([CH3:30])[CH3:29])[CH2:14][CH2:15][N:16](C)[C:17](=O)C(F)(F)F)[CH2:10][CH:5]3[CH2:6][CH:7]([CH2:9][CH:3]([CH2:4]3)[CH2:2]1)[CH2:8]2.[OH-].[Na+], predict the reaction product. The product is: [C:1]12([C:11]3[CH:12]=[C:13]([CH2:14][CH2:15][NH:16][CH3:17])[CH:24]=[CH:25][C:26]=3[O:27][CH:28]([CH3:29])[CH3:30])[CH2:2][CH:3]3[CH2:9][CH:7]([CH2:6][CH:5]([CH2:4]3)[CH2:10]1)[CH2:8]2.